From a dataset of Full USPTO retrosynthesis dataset with 1.9M reactions from patents (1976-2016). Predict the reactants needed to synthesize the given product. (1) Given the product [CH3:5][CH:4]([CH2:6][CH2:7][CH2:8][C@H:9]([C@@H:11]1[C@:28]2([CH3:29])[C@H:14]([C:15]3[CH2:16][CH2:17][CH:18]4[C@:23]([C:25]=3[CH2:26][CH2:27]2)([CH3:24])[CH2:22][CH2:21][C:20](=[O:30])[CH2:19]4)[CH2:13][CH2:12]1)[CH3:10])[CH3:3], predict the reactants needed to synthesize it. The reactants are: C[Li].[CH3:3][CH:4]([CH2:6][CH2:7][CH2:8][C@H:9]([C@@H:11]1[C@:28]2([CH3:29])[C@H:14]([C:15]3[CH2:16][CH2:17][C:18]4[C@:23]([C:25]=3[CH2:26][CH2:27]2)([CH3:24])[CH2:22][CH2:21][C:20](=[O:30])[CH:19]=4)[CH2:13][CH2:12]1)[CH3:10])[CH3:5].[Cl-].[NH4+]. (2) Given the product [OH:21][NH:20][C:1](=[NH:2])[C:3]1[CH:11]=[CH:10][CH:9]=[C:8]2[C:4]=1[CH2:5][N:6]([C:12]([O:14][C:15]([CH3:17])([CH3:16])[CH3:18])=[O:13])[CH2:7]2, predict the reactants needed to synthesize it. The reactants are: [C:1]([C:3]1[CH:11]=[CH:10][CH:9]=[C:8]2[C:4]=1[CH2:5][N:6]([C:12]([O:14][C:15]([CH3:18])([CH3:17])[CH3:16])=[O:13])[CH2:7]2)#[N:2].Cl.[NH2:20][OH:21].C(=O)(O)[O-].[Na+].